From a dataset of Catalyst prediction with 721,799 reactions and 888 catalyst types from USPTO. Predict which catalyst facilitates the given reaction. (1) Reactant: C([O:3][C:4]([C:6]1([CH3:21])[CH2:9][CH2:8][N:7]1[C:10](=[O:20])[CH2:11][C:12]1[CH:17]=[C:16]([CH3:18])[CH:15]=[C:14]([CH3:19])[CH:13]=1)=[O:5])C.CCO.[OH-].[Na+]. Product: [CH3:19][C:14]1[CH:13]=[C:12]([CH2:11][C:10]([N:7]2[CH2:8][CH2:9][C:6]2([CH3:21])[C:4]([OH:5])=[O:3])=[O:20])[CH:17]=[C:16]([CH3:18])[CH:15]=1. The catalyst class is: 5. (2) Reactant: C(NC(C)C)(C)C.C([Li])CCC.[CH2:13]([SnH:17]([CH2:22][CH2:23][CH2:24][CH3:25])[CH2:18][CH2:19][CH2:20][CH3:21])[CH2:14][CH2:15][CH3:16].[CH2:26]([O:28][CH2:29]Cl)[CH3:27].[Cl-].[NH4+]. Product: [CH2:22]([Sn:17]([CH2:13][CH2:14][CH2:15][CH3:16])([CH2:18][CH2:19][CH2:20][CH3:21])[CH2:29][O:28][CH2:26][CH3:27])[CH2:23][CH2:24][CH3:25]. The catalyst class is: 469. (3) The catalyst class is: 1. Reactant: [F:1][CH:2]([S:16]([C:19]1[CH:20]=[N:21][C:22]([O:25][CH3:26])=[CH:23][CH:24]=1)(=[O:18])=[O:17])[CH:3]1[CH2:8][CH2:7][N:6]([C:9]([O:11][C:12]([CH3:15])([CH3:14])[CH3:13])=[O:10])[CH2:5][CH2:4]1.[CH3:27][Si]([N-][Si](C)(C)C)(C)C.[Na+].IC. Product: [F:1][C:2]([CH:3]1[CH2:8][CH2:7][N:6]([C:9]([O:11][C:12]([CH3:13])([CH3:14])[CH3:15])=[O:10])[CH2:5][CH2:4]1)([S:16]([C:19]1[CH:20]=[N:21][C:22]([O:25][CH3:26])=[CH:23][CH:24]=1)(=[O:17])=[O:18])[CH3:27]. (4) Reactant: [CH:1]([N:4]1[CH:8]=[C:7]([NH2:9])[N:6]=[CH:5]1)([CH3:3])[CH3:2].[C:10](Cl)([O:12][CH2:13][C:14]([Cl:17])([Cl:16])[Cl:15])=[O:11].C([O-])(O)=O.[Na+]. Product: [CH:1]([N:4]1[CH:8]=[C:7]([NH:9][C:10](=[O:11])[O:12][CH2:13][C:14]([Cl:17])([Cl:16])[Cl:15])[N:6]=[CH:5]1)([CH3:3])[CH3:2]. The catalyst class is: 25. (5) Reactant: [CH:1]1([Mg]Br)[CH2:3][CH2:2]1.[F:6][C:7]([F:17])([F:16])[C:8]1[CH:15]=[CH:14][C:11]([CH:12]=[O:13])=[CH:10][CH:9]=1.O.C(OCC)(=O)C. Product: [CH:1]1([CH:12]([C:11]2[CH:10]=[CH:9][C:8]([C:7]([F:6])([F:16])[F:17])=[CH:15][CH:14]=2)[OH:13])[CH2:3][CH2:2]1. The catalyst class is: 165. (6) Product: [N:1]1([C:7]2[N:8]=[CH:9][CH:10]=[C:11]3[CH2:15][CH2:14][O:13][C:12]=23)[CH2:2][CH2:3][NH:4][CH2:5][CH2:6]1. Reactant: [N:1]1([C:7]2[N:8]=[CH:9][CH:10]=[C:11]3[CH:15]=[CH:14][O:13][C:12]=23)[CH2:6][CH2:5][NH:4][CH2:3][CH2:2]1.C(O)(=O)C.[H][H]. The catalyst class is: 603. (7) Reactant: [BH4-].[Na+].CO.[CH3:5][O:6][C:7](=[O:32])[CH2:8][CH2:9][CH2:10][CH:11]=[CH:12][CH2:13][N:14]1[C@@H:19](/[CH:20]=[CH:21]/[C:22](=[O:30])[CH2:23][C:24]2[CH:29]=[CH:28][CH:27]=[CH:26][CH:25]=2)[CH2:18][CH2:17][CH2:16][C:15]1=[O:31]. Product: [CH3:5][O:6][C:7](=[O:32])[CH2:8][CH2:9][CH2:10]/[CH:11]=[CH:12]\[CH2:13][N:14]1[C:15](=[O:31])[CH2:16][CH2:17][CH2:18][C@@H:19]1/[CH:20]=[CH:21]/[CH:22]([OH:30])[CH2:23][C:24]1[CH:29]=[CH:28][CH:27]=[CH:26][CH:25]=1. The catalyst class is: 2.